Dataset: Full USPTO retrosynthesis dataset with 1.9M reactions from patents (1976-2016). Task: Predict the reactants needed to synthesize the given product. (1) Given the product [CH3:47][C:48]1[CH:49]=[C:50]([C:65]2[CH:66]=[CH:67][C:68]([C:71]([N:3]3[CH2:4][CH2:5][O:1][C:2]3=[O:6])=[O:72])=[N:69][CH:70]=2)[CH:51]=[C:52]([NH:54][C:55]2[N:60]=[C:59]([C:61]([F:64])([F:63])[F:62])[CH:58]=[CH:57][N:56]=2)[CH:53]=1, predict the reactants needed to synthesize it. The reactants are: [O:1]1[CH2:5][CH2:4][NH:3][C:2]1=[O:6].C(N(CC)CC)C.F[P-](F)(F)(F)(F)F.N1(O[P+](N2CCCC2)(N2CCCC2)N2CCCC2)C2C=CC=CC=2N=N1.[CH3:47][C:48]1[CH:49]=[C:50]([C:65]2[CH:66]=[CH:67][C:68]([C:71](O)=[O:72])=[N:69][CH:70]=2)[CH:51]=[C:52]([NH:54][C:55]2[N:60]=[C:59]([C:61]([F:64])([F:63])[F:62])[CH:58]=[CH:57][N:56]=2)[CH:53]=1. (2) Given the product [C:40]1([CH2:39][N:35]2[CH:36]=[CH:37][N:38]=[C:34]2[CH2:33][N:1]2[C:5]3[CH:6]=[CH:7][CH:8]=[CH:9][C:4]=3[N:3]=[C:2]2[CH2:10][N:11]2[C@H:24]3[C@@H:15]([CH2:16][CH2:17][C:18]4[C:23]3=[N:22][CH:21]=[CH:20][CH:19]=4)[CH2:14][CH2:13][CH2:12]2)[CH:41]=[CH:42][CH:43]=[CH:44][CH:45]=1, predict the reactants needed to synthesize it. The reactants are: [NH:1]1[C:5]2[CH:6]=[CH:7][CH:8]=[CH:9][C:4]=2[N:3]=[C:2]1[CH2:10][N:11]1[C@H:24]2[C@@H:15]([CH2:16][CH2:17][C:18]3[C:23]2=[N:22][CH:21]=[CH:20][CH:19]=3)[CH2:14][CH2:13][CH2:12]1.C(=O)([O-])[O-].[K+].[K+].Cl.Cl[CH2:33][C:34]1[N:35]([CH2:39][C:40]2[CH:45]=[CH:44][CH:43]=[CH:42][CH:41]=2)[CH:36]=[CH:37][N:38]=1.[I-].[K+]. (3) Given the product [CH2:8]([NH:12][C:11]1[N:13]=[C:14]([NH2:15])[N:16]=[C:17]([NH2:18])[N:10]=1)[OH:9], predict the reactants needed to synthesize it. The reactants are: OCC([CH2:8][OH:9])(CO)CO.[N:10]1[C:17]([NH2:18])=[N:16][C:14]([NH2:15])=[N:13][C:11]=1[NH2:12].C=O. (4) Given the product [CH2:12]([O:11][C@@H:7]1[C@@H:6]([O:17][CH2:18][CH2:19][CH:20]([CH3:22])[CH3:21])[C@H:5]([CH3:23])[O:4][C:3](=[O:24])[C@@H:2]([NH:1][C:34](=[O:35])[C:27]2[C:26]([OH:25])=[C:31]([O:32][CH3:33])[CH:30]=[CH:29][N:28]=2)[CH2:10][O:9][CH2:8]1)[CH2:13][CH:14]([CH3:16])[CH3:15], predict the reactants needed to synthesize it. The reactants are: [NH2:1][C@H:2]1[CH2:10][O:9][CH2:8][C@H:7]([O:11][CH2:12][CH2:13][CH:14]([CH3:16])[CH3:15])[C@@H:6]([O:17][CH2:18][CH2:19][CH:20]([CH3:22])[CH3:21])[C@H:5]([CH3:23])[O:4][C:3]1=[O:24].[OH:25][C:26]1[C:27]([C:34](O)=[O:35])=[N:28][CH:29]=[CH:30][C:31]=1[O:32][CH3:33].C1CN([P+](ON2N=NC3C=CC=CC2=3)(N2CCCC2)N2CCCC2)CC1.F[P-](F)(F)(F)(F)F.C(N(C(C)C)C(C)C)C. (5) Given the product [ClH:1].[Cl:1][C:2]1[C:11]2[C:10]([S:12]([N:15]3[CH2:19][CH2:18][C@H:17]([NH2:20])[CH2:16]3)(=[O:13])=[O:14])=[CH:9][CH:8]=[CH:7][C:6]=2[CH:5]=[N:4][CH:3]=1, predict the reactants needed to synthesize it. The reactants are: [Cl:1][C:2]1[C:11]2[C:10]([S:12]([N:15]3[CH2:19][CH2:18][C@H:17]([NH2:20])[CH2:16]3)(=[O:14])=[O:13])=[CH:9][CH:8]=[CH:7][C:6]=2[CH:5]=[N:4][CH:3]=1.Cl. (6) Given the product [CH:28]([NH:25][C:26]([O:1][CH:2]1[CH2:3][CH2:4][N:5]([C:8]([O:10][CH2:11][C:12]2[CH:17]=[CH:16][CH:15]=[CH:14][CH:13]=2)=[O:9])[CH2:6][CH2:7]1)=[O:27])([CH3:30])[CH3:29], predict the reactants needed to synthesize it. The reactants are: [OH:1][CH:2]1[CH2:7][CH2:6][N:5]([C:8]([O:10][CH2:11][C:12]2[CH:17]=[CH:16][CH:15]=[CH:14][CH:13]=2)=[O:9])[CH2:4][CH2:3]1.C(N(CC)CC)C.[N:25]([CH:28]([CH3:30])[CH3:29])=[C:26]=[O:27].